From a dataset of Reaction yield outcomes from USPTO patents with 853,638 reactions. Predict the reaction yield, written as a fraction of the theoretical maximum amount of product (1.0 means a 100% yield; for example, 0.34 means a 34% yield). The reactants are [CH3:1][O:2][C:3](=[O:29])[C:4]1[CH:9]=[CH:8][C:7]([NH:10][C:11](=[O:28])[CH:12]([C:19]2[CH:24]=[CH:23][C:22]([N+:25]([O-])=O)=[CH:21][CH:20]=2)[CH2:13][CH:14]2[CH2:18][CH2:17][CH2:16][CH2:15]2)=[N:6][CH:5]=1.[H][H]. The catalyst is C(OCC)(=O)C.[Pd]. The product is [CH3:1][O:2][C:3](=[O:29])[C:4]1[CH:9]=[CH:8][C:7]([NH:10][C:11](=[O:28])[CH:12]([C:19]2[CH:20]=[CH:21][C:22]([NH2:25])=[CH:23][CH:24]=2)[CH2:13][CH:14]2[CH2:15][CH2:16][CH2:17][CH2:18]2)=[N:6][CH:5]=1. The yield is 0.947.